Dataset: NCI-60 drug combinations with 297,098 pairs across 59 cell lines. Task: Regression. Given two drug SMILES strings and cell line genomic features, predict the synergy score measuring deviation from expected non-interaction effect. (1) Drug 1: CN(C)N=NC1=C(NC=N1)C(=O)N. Drug 2: CC1C(C(CC(O1)OC2CC(CC3=C2C(=C4C(=C3O)C(=O)C5=CC=CC=C5C4=O)O)(C(=O)C)O)N)O. Cell line: SK-OV-3. Synergy scores: CSS=32.2, Synergy_ZIP=-3.06, Synergy_Bliss=1.16, Synergy_Loewe=-19.1, Synergy_HSA=2.64. (2) Drug 1: CC1=C2C(C(=O)C3(C(CC4C(C3C(C(C2(C)C)(CC1OC(=O)C(C(C5=CC=CC=C5)NC(=O)C6=CC=CC=C6)O)O)OC(=O)C7=CC=CC=C7)(CO4)OC(=O)C)O)C)OC(=O)C. Drug 2: CN(CCCl)CCCl.Cl. Cell line: ACHN. Synergy scores: CSS=38.4, Synergy_ZIP=9.01, Synergy_Bliss=14.5, Synergy_Loewe=-10.7, Synergy_HSA=-6.53. (3) Drug 1: CNC(=O)C1=CC=CC=C1SC2=CC3=C(C=C2)C(=NN3)C=CC4=CC=CC=N4. Drug 2: C1C(C(OC1N2C=NC(=NC2=O)N)CO)O. Cell line: NCI/ADR-RES. Synergy scores: CSS=6.82, Synergy_ZIP=-2.08, Synergy_Bliss=-0.0241, Synergy_Loewe=-3.38, Synergy_HSA=-0.798. (4) Drug 1: C1=CC(=CC=C1CCC2=CNC3=C2C(=O)NC(=N3)N)C(=O)NC(CCC(=O)O)C(=O)O. Drug 2: CC1=C(C(=O)C2=C(C1=O)N3CC4C(C3(C2COC(=O)N)OC)N4)N. Cell line: LOX IMVI. Synergy scores: CSS=52.9, Synergy_ZIP=-6.49, Synergy_Bliss=-8.82, Synergy_Loewe=-4.90, Synergy_HSA=-3.19.